Dataset: Forward reaction prediction with 1.9M reactions from USPTO patents (1976-2016). Task: Predict the product of the given reaction. (1) Given the reactants [CH2:1]([N:8]1[CH:13]2[CH2:14][CH2:15][CH:9]1[CH2:10][NH:11][CH2:12]2)[C:2]1[CH:7]=[CH:6][CH:5]=[CH:4][CH:3]=1.CCN(CC)CC.[F:23][C:24]([F:35])([F:34])[C:25](O[C:25](=[O:26])[C:24]([F:35])([F:34])[F:23])=[O:26], predict the reaction product. The product is: [CH2:1]([N:8]1[CH:13]2[CH2:14][CH2:15][CH:9]1[CH2:10][N:11]([C:25](=[O:26])[C:24]([F:35])([F:34])[F:23])[CH2:12]2)[C:2]1[CH:3]=[CH:4][CH:5]=[CH:6][CH:7]=1. (2) Given the reactants [C:1]([C:4]1[C:9]([NH:10][C:11]([C:13]2[S:14][CH:15]=[C:16]([C:18]([F:21])([F:20])[F:19])[N:17]=2)=O)=[C:8]([Cl:22])[C:7]([O:23][CH3:24])=[CH:6][CH:5]=1)(=[O:3])[CH3:2].COC1C(C)=C2C(C(O)=CC(C3SC=C(C(F)(F)F)N=3)=N2)=CC=1, predict the reaction product. The product is: [Cl:22][C:8]1[C:7]([O:23][CH3:24])=[CH:6][CH:5]=[C:4]2[C:9]=1[N:10]=[C:11]([C:13]1[S:14][CH:15]=[C:16]([C:18]([F:21])([F:20])[F:19])[N:17]=1)[CH:2]=[C:1]2[OH:3]. (3) Given the reactants [CH2:1]([N:8]([CH3:15])[CH:9]1[CH2:14][CH2:13][NH:12][CH2:11][CH2:10]1)[C:2]1[CH:7]=[CH:6][CH:5]=[CH:4][CH:3]=1.Br[C:17]1[CH:18]=[CH:19][C:20]([O:23][CH3:24])=[N:21][CH:22]=1.C(O[Na])(C)(C)C.CC1(C)C2C(=C(P(C3C=CC=CC=3)C3C=CC=CC=3)C=CC=2)OC2C(P(C3C=CC=CC=3)C3C=CC=CC=3)=CC=CC1=2, predict the reaction product. The product is: [CH2:1]([N:8]([CH3:15])[CH:9]1[CH2:14][CH2:13][N:12]([C:17]2[CH:22]=[N:21][C:20]([O:23][CH3:24])=[CH:19][CH:18]=2)[CH2:11][CH2:10]1)[C:2]1[CH:3]=[CH:4][CH:5]=[CH:6][CH:7]=1. (4) Given the reactants [NH:1]1[CH2:6][CH2:5][CH:4]([NH:7][C:8](=[O:14])[O:9][C:10]([CH3:13])([CH3:12])[CH3:11])[CH2:3][CH2:2]1.C(N(CC)CC)C.[CH3:22][N:23]([CH3:27])[C:24](Cl)=[O:25].C(OCC)(=O)C, predict the reaction product. The product is: [CH3:22][N:23]([CH3:27])[C:24]([N:1]1[CH2:2][CH2:3][CH:4]([NH:7][C:8](=[O:14])[O:9][C:10]([CH3:11])([CH3:13])[CH3:12])[CH2:5][CH2:6]1)=[O:25]. (5) Given the reactants [CH3:1][CH2:2][O:3][C:4]([CH:6](P(OCC)(OCC)=O)[F:7])=[O:5].C([Mg]Cl)(C)C.[CH2:21]([CH:23]([O:26][Si:27]([C:40]([CH3:43])([CH3:42])[CH3:41])([C:34]1[CH:39]=[CH:38][CH:37]=[CH:36][CH:35]=1)[C:28]1[CH:33]=[CH:32][CH:31]=[CH:30][CH:29]=1)C=O)C, predict the reaction product. The product is: [Si:27]([O:26][CH2:23]/[CH:21]=[C:6](/[F:7])\[C:4]([O:3][CH2:2][CH3:1])=[O:5])([C:40]([CH3:41])([CH3:42])[CH3:43])([C:34]1[CH:35]=[CH:36][CH:37]=[CH:38][CH:39]=1)[C:28]1[CH:33]=[CH:32][CH:31]=[CH:30][CH:29]=1. (6) Given the reactants Br[C:2]1[CH:3]=[CH:4][C:5]2[O:11][CH2:10][CH2:9][N:8]3[CH:12]=[C:13]([C:15]([NH2:17])=[O:16])[N:14]=[C:7]3[C:6]=2[CH:18]=1.[CH3:19][C:20]1[O:24][N:23]=[C:22]([C@@:25]([OH:29])([C:27]#[CH:28])[CH3:26])[CH:21]=1, predict the reaction product. The product is: [OH:29][C@@:25]([C:22]1[CH:21]=[C:20]([CH3:19])[O:24][N:23]=1)([CH3:26])[C:27]#[C:28][C:2]1[CH:3]=[CH:4][C:5]2[O:11][CH2:10][CH2:9][N:8]3[CH:12]=[C:13]([C:15]([NH2:17])=[O:16])[N:14]=[C:7]3[C:6]=2[CH:18]=1. (7) The product is: [C:11]1(=[O:22])[N:12]([C:13]2[C:14]3[CH:21]=[CH:20][N:19]([C@@H:45]4[O:46][C@H:47]([CH2:48][O:49][C:50]([C:52]5[CH:53]=[CH:54][C:55]([CH3:58])=[CH:56][CH:57]=5)=[O:51])[C@@H:43]([O:42][C:40]([C:37]5[CH:38]=[CH:39][C:34]([CH3:61])=[CH:35][CH:36]=5)=[O:41])[C@@:44]4([CH3:60])[OH:59])[C:15]=3[N:16]=[CH:17][N:18]=2)[C:8](=[O:27])[C:9]2=[CH:26][CH:25]=[CH:24][CH:23]=[C:10]12. Given the reactants O1CCCC1.[H-].[Na+].[C:8]1(=[O:27])[N:12]([C:13]2[C:14]3[CH:21]=[CH:20][NH:19][C:15]=3[N:16]=[CH:17][N:18]=2)[C:11](=[O:22])[C:10]2=[CH:23][CH:24]=[CH:25][CH:26]=[C:9]12.OP([O-])(O)=O.[K+].[C:34]1([CH3:61])[CH:39]=[CH:38][C:37]([C:40]([O:42][C@@H:43]2[C@@H:47]([CH2:48][O:49][C:50]([C:52]3[CH:57]=[CH:56][C:55]([CH3:58])=[CH:54][CH:53]=3)=[O:51])[O:46][C@@H:45]3[O:59][C@:44]23[CH3:60])=[O:41])=[CH:36][CH:35]=1, predict the reaction product. (8) Given the reactants [NH2:1][C@@H:2]1[CH2:5][C@H:4]([C:6]([NH2:8])=[O:7])[C:3]1([CH3:10])[CH3:9].Cl[C:12]1[C:17]([C:18]#[N:19])=[CH:16][N:15]=[C:14]([S:20][CH3:21])[N:13]=1.CCN(C(C)C)C(C)C, predict the reaction product. The product is: [C:18]([C:17]1[C:12]([NH:1][C@@H:2]2[CH2:5][C@H:4]([C:6]([NH2:8])=[O:7])[C:3]2([CH3:10])[CH3:9])=[N:13][C:14]([S:20][CH3:21])=[N:15][CH:16]=1)#[N:19]. (9) Given the reactants I[C:2]1[CH:7]=[CH:6][C:5]([O:8][CH2:9][CH2:10][CH2:11][N:12]2[CH2:17][CH2:16][CH2:15][CH2:14][CH2:13]2)=[CH:4][CH:3]=1.C([Li])CCC.[C:23]1([CH2:29][N:30]2[CH2:35][CH2:34][C:33](=[O:36])[CH2:32][CH2:31]2)[CH:28]=[CH:27][CH:26]=[CH:25][CH:24]=1.[Cl-].[NH4+], predict the reaction product. The product is: [C:23]1([CH2:29][N:30]2[CH2:35][CH2:34][C:33]([C:2]3[CH:7]=[CH:6][C:5]([O:8][CH2:9][CH2:10][CH2:11][N:12]4[CH2:17][CH2:16][CH2:15][CH2:14][CH2:13]4)=[CH:4][CH:3]=3)([OH:36])[CH2:32][CH2:31]2)[CH:24]=[CH:25][CH:26]=[CH:27][CH:28]=1.